From a dataset of Full USPTO retrosynthesis dataset with 1.9M reactions from patents (1976-2016). Predict the reactants needed to synthesize the given product. (1) Given the product [Cl:1][C:2]1[CH:3]=[CH:4][C:5]([S:8]([N:11]2[CH:16]3[CH2:15][C:14]4[NH:34][N:35]=[CH:27][C:13]=4[CH:12]2[CH2:19][CH:18]([C:20]2[O:24][N:23]=[C:22]([CH3:25])[N:21]=2)[CH2:17]3)(=[O:9])=[O:10])=[CH:6][CH:7]=1, predict the reactants needed to synthesize it. The reactants are: [Cl:1][C:2]1[CH:7]=[CH:6][C:5]([S:8]([N:11]2[CH:16]3[CH2:17][CH:18]([C:20]4[O:24][N:23]=[C:22]([CH3:25])[N:21]=4)[CH2:19][CH:12]2[C:13](=[CH:27]O)[C:14](=O)[CH2:15]3)(=[O:10])=[O:9])=[CH:4][CH:3]=1.C(O)(=O)C.O.[NH2:34][NH2:35]. (2) The reactants are: C([O:4][C@H:5]1[C:9]2[N:10]=[CH:11][N:12]=[C:13]([N:14]3[CH2:19][CH2:18][N:17]([C:20]([O:22][C:23]([CH3:26])([CH3:25])[CH3:24])=[O:21])[CH2:16][CH2:15]3)[C:8]=2[C@H:7]([CH3:27])[CH2:6]1)(=O)C.[Li+].[OH-]. Given the product [OH:4][C@H:5]1[C:9]2[N:10]=[CH:11][N:12]=[C:13]([N:14]3[CH2:19][CH2:18][N:17]([C:20]([O:22][C:23]([CH3:26])([CH3:25])[CH3:24])=[O:21])[CH2:16][CH2:15]3)[C:8]=2[C@H:7]([CH3:27])[CH2:6]1, predict the reactants needed to synthesize it. (3) Given the product [Br:32][C:8]1[C:9]2[C:14](=[CH:13][C:12]([C:17]3[S:21][C:20]4[CH:22]=[CH:23][CH:24]=[CH:25][C:19]=4[C:18]=3[C:26](=[O:31])[CH2:27][CH2:28][CH2:29][CH3:30])=[CH:11][CH:10]=2)[CH:15]=[CH:16][C:7]=1[O:6][CH2:5][C:4]([OH:33])=[O:3], predict the reactants needed to synthesize it. The reactants are: C([O:3][C:4](=[O:33])[CH2:5][O:6][C:7]1[CH:16]=[CH:15][C:14]2[C:9](=[CH:10][CH:11]=[C:12]([C:17]3[S:21][C:20]4[CH:22]=[CH:23][CH:24]=[CH:25][C:19]=4[C:18]=3[C:26](=[O:31])[CH2:27][CH2:28][CH2:29][CH3:30])[CH:13]=2)[C:8]=1[Br:32])C.[OH-].[K+].Cl. (4) Given the product [CH2:15]([O:14][C:18]([C:7]1[C:11]([Br:12])=[CH:10][S:9][CH:8]=1)=[O:13])[CH3:16], predict the reactants needed to synthesize it. The reactants are: C([Mg]Cl)(C)C.Br[C:7]1[C:11]([Br:12])=[CH:10][S:9][CH:8]=1.[OH2:13].[O:14]1[CH2:18]C[CH2:16][CH2:15]1.